This data is from Forward reaction prediction with 1.9M reactions from USPTO patents (1976-2016). The task is: Predict the product of the given reaction. (1) The product is: [Cl:1][C:2]1[CH:3]=[C:4]2[C:8](=[C:9]([CH2:11][N:12]3[C:20]4[C:15](=[CH:16][C:17]([C:21]([OH:23])=[O:22])=[CH:18][CH:19]=4)[C:14]([NH:25][CH3:26])=[N:13]3)[CH:10]=1)[N:7]([CH2:27][CH:28]([CH3:30])[CH3:29])[N:6]=[CH:5]2. Given the reactants [Cl:1][C:2]1[CH:3]=[C:4]2[C:8](=[C:9]([CH2:11][N:12]3[C:20]4[C:15](=[CH:16][C:17]([C:21]([O:23]C)=[O:22])=[CH:18][CH:19]=4)[C:14]([NH:25][CH3:26])=[N:13]3)[CH:10]=1)[N:7]([CH2:27][CH:28]([CH3:30])[CH3:29])[N:6]=[CH:5]2.[OH-].[Li+].O.CO, predict the reaction product. (2) Given the reactants [N+:1]([C:4]1[CH:5]=[C:6]2[C:10](=[CH:11][CH:12]=1)[NH:9][N:8]=[CH:7]2)([O-:3])=[O:2].C(N(CC)CC)C.[C:20](Cl)(=[O:25])[C:21]([CH3:24])([CH3:23])[CH3:22], predict the reaction product. The product is: [CH3:22][C:21]([CH3:24])([CH3:23])[C:20]([N:9]1[C:10]2[C:6](=[CH:5][C:4]([N+:1]([O-:3])=[O:2])=[CH:12][CH:11]=2)[CH:7]=[N:8]1)=[O:25].